From a dataset of Forward reaction prediction with 1.9M reactions from USPTO patents (1976-2016). Predict the product of the given reaction. (1) Given the reactants [F-:1].[K+].[F:3][C:4]1[CH:9]=[CH:8][CH:7]=[CH:6][C:5]=1[S:10](Cl)(=[O:12])=[O:11], predict the reaction product. The product is: [F:3][C:4]1[CH:9]=[CH:8][CH:7]=[CH:6][C:5]=1[S:10]([F:1])(=[O:12])=[O:11]. (2) Given the reactants [CH3:1][O:2][C:3](=[O:20])[CH2:4][C:5]1[CH:10]=[CH:9][C:8]([S:11]([CH:14]2[CH2:19][CH2:18][O:17][CH2:16][CH2:15]2)(=[O:13])=[O:12])=[CH:7][CH:6]=1.C1C(=O)N([Br:28])C(=O)C1.C(OOC(=O)C1C=CC=CC=1)(=O)C1C=CC=CC=1, predict the reaction product. The product is: [CH3:1][O:2][C:3](=[O:20])[CH:4]([Br:28])[C:5]1[CH:10]=[CH:9][C:8]([S:11]([CH:14]2[CH2:19][CH2:18][O:17][CH2:16][CH2:15]2)(=[O:12])=[O:13])=[CH:7][CH:6]=1.